This data is from Forward reaction prediction with 1.9M reactions from USPTO patents (1976-2016). The task is: Predict the product of the given reaction. (1) Given the reactants [CH2:1]([O:3][C:4](=[O:12])CC1CCOCC1)[CH3:2].C([N-][CH:17]([CH3:19])[CH3:18])(C)C.[Li+].[CH:21](NC(C)C)(C)C.C([Li])CCC.CI.[O:35]1[CH2:39][CH2:38][CH2:37][CH2:36]1, predict the reaction product. The product is: [CH2:1]([O:3][C:4](=[O:12])[C:17]([CH3:18])([CH:19]1[CH2:38][CH2:39][O:35][CH2:36][CH2:37]1)[CH3:21])[CH3:2]. (2) The product is: [I:39][CH2:10][C@@H:9]1[CH2:12][CH2:13][CH2:14][N:8]1[C:1]([O:3][C:4]([CH3:7])([CH3:6])[CH3:5])=[O:2]. Given the reactants [C:1]([N:8]1[CH2:14][CH2:13][CH2:12][C@H:9]1[CH2:10]O)([O:3][C:4]([CH3:7])([CH3:6])[CH3:5])=[O:2].N1C=CN=C1.C1(P(C2C=CC=CC=2)C2C=CC=CC=2)C=CC=CC=1.[I:39]I.S([O-])([O-])(=O)=S.[Na+].[Na+], predict the reaction product.